This data is from Forward reaction prediction with 1.9M reactions from USPTO patents (1976-2016). The task is: Predict the product of the given reaction. (1) Given the reactants [O:1]=[C:2]1[CH2:7][CH2:6][C@H:5]2[C@H:8]3[C@H:17]([CH2:18][CH2:19][C@:3]12[CH3:4])[C:16]1[CH:15]=[CH:14][C:13]([C:20]([O:22][CH3:23])=[O:21])=[CH:12][C:11]=1[CH2:10][CH2:9]3.[F:24][C:25]([F:38])([F:37])[S:26](O[S:26]([C:25]([F:38])([F:37])[F:24])(=[O:28])=[O:27])(=[O:28])=[O:27].C(=O)([O-])O.[Na+], predict the reaction product. The product is: [F:24][C:25]([F:38])([F:37])[S:26]([O:1][C:2]1[C@:3]2([CH2:19][CH2:18][C@H:17]3[C@@H:8]([CH2:9][CH2:10][C:11]4[CH:12]=[C:13]([C:20]([O:22][CH3:23])=[O:21])[CH:14]=[CH:15][C:16]=43)[C@@H:5]2[CH2:6][CH:7]=1)[CH3:4])(=[O:28])=[O:27]. (2) Given the reactants Cl[C:2]1[N:7]=[C:6]([NH:8][C:9]2[CH:13]=[C:12]([CH:14]3[CH2:16][CH2:15]3)[NH:11][N:10]=2)[CH:5]=[CH:4][N:3]=1.[F:17][C:18]1[CH:26]=[C:25]2[C:21]([CH:22]=[N:23][N:24]2C2CCCCO2)=[C:20]([CH2:33][NH:34][CH2:35][CH2:36][N:37](C)[C:38](=O)OC(C)(C)C)[CH:19]=1.CCN(C(C)C)C(C)C.Cl.O1CCOCC1, predict the reaction product. The product is: [CH:14]1([C:12]2[NH:11][N:10]=[C:9]([NH:8][C:6]3[CH:5]=[CH:4][N:3]=[C:2]([N:34]([CH2:33][C:20]4[CH:19]=[C:18]([F:17])[CH:26]=[C:25]5[C:21]=4[CH:22]=[N:23][NH:24]5)[CH2:35][CH2:36][NH:37][CH3:38])[N:7]=3)[CH:13]=2)[CH2:16][CH2:15]1. (3) Given the reactants [CH3:1][O:2][C:3]([C:5]1[S:6][C:7]([CH:35]2[CH2:40][CH2:39][C:38]([CH3:42])([CH3:41])[CH2:37][CH2:36]2)=[CH:8][C:9]=1[N:10]([C:26]([C@H:28]1[CH2:33][CH2:32][C@H:31]([CH3:34])[CH2:30][CH2:29]1)=[O:27])[C@H:11]1[CH2:16][CH2:15][C@H:14]([N:17]2[CH:21]=[C:20]([Si](C)(C)C)[N:19]=[N:18]2)[CH2:13][CH2:12]1)=[O:4].CCCC[N+](CCCC)(CCCC)CCCC.[F-].O.[Cl-].[NH4+], predict the reaction product. The product is: [CH3:1][O:2][C:3]([C:5]1[S:6][C:7]([CH:35]2[CH2:36][CH2:37][C:38]([CH3:41])([CH3:42])[CH2:39][CH2:40]2)=[CH:8][C:9]=1[N:10]([C:26]([C@H:28]1[CH2:33][CH2:32][C@H:31]([CH3:34])[CH2:30][CH2:29]1)=[O:27])[C@H:11]1[CH2:12][CH2:13][C@H:14]([N:17]2[CH:21]=[CH:20][N:19]=[N:18]2)[CH2:15][CH2:16]1)=[O:4]. (4) Given the reactants Cl[CH2:2][S:3]([C:6]1[S:7][C:8]([C:11]2[CH:16]=[CH:15][C:14]([O:17][CH3:18])=[CH:13][CH:12]=2)=[CH:9][CH:10]=1)(=[O:5])=[O:4].BrC1SC(S(C[N:29]2[CH:34]=[CH:33][CH:32]=[C:31]([OH:35])[C:30]2=[O:36])(=O)=O)=CC=1.COC1C=CC(B(O)O)=CC=1, predict the reaction product. The product is: [OH:35][C:31]1[C:30](=[O:36])[N:29]([CH2:2][S:3]([C:6]2[S:7][C:8]([C:11]3[CH:16]=[CH:15][C:14]([O:17][CH3:18])=[CH:13][CH:12]=3)=[CH:9][CH:10]=2)(=[O:5])=[O:4])[CH:34]=[CH:33][CH:32]=1. (5) The product is: [Cl:1][C:2]1[C:11]2[C:6](=[CH:7][CH:8]=[C:9]([C:12]([C:14]3[N:18]([CH3:19])[CH:17]=[N:16][CH:15]=3)([C:34]3[CH:35]=[CH:36][CH:37]=[CH:38][N:33]=3)[OH:13])[CH:10]=2)[N:5]=[C:4]([O:20][CH3:21])[C:3]=1[CH2:22][C:23]1[CH:24]=[CH:25][C:26]([S:29]([CH3:32])(=[O:30])=[O:31])=[CH:27][CH:28]=1. Given the reactants [Cl:1][C:2]1[C:11]2[C:6](=[CH:7][CH:8]=[C:9]([C:12]([C:14]3[N:18]([CH3:19])[CH:17]=[N:16][CH:15]=3)=[O:13])[CH:10]=2)[N:5]=[C:4]([O:20][CH3:21])[C:3]=1[CH2:22][C:23]1[CH:28]=[CH:27][C:26]([S:29]([CH3:32])(=[O:31])=[O:30])=[CH:25][CH:24]=1.[N:33]1[CH:38]=[CH:37][CH:36]=[CH:35][C:34]=1[Mg]Br, predict the reaction product.